From a dataset of Reaction yield outcomes from USPTO patents with 853,638 reactions. Predict the reaction yield, written as a fraction of the theoretical maximum amount of product (1.0 means a 100% yield; for example, 0.34 means a 34% yield). (1) The reactants are Cl.[Br:2][C:3]1[CH:10]=[CH:9][C:6]([CH2:7][NH2:8])=[CH:5][CH:4]=1.[OH-].[Na+].[CH3:13][C:14]([O:17][C:18](O[C:18]([O:17][C:14]([CH3:16])([CH3:15])[CH3:13])=[O:19])=[O:19])([CH3:16])[CH3:15]. The catalyst is O1CCOCC1. The product is [C:14]([O:17][C:18](=[O:19])[NH:8][CH2:7][C:6]1[CH:9]=[CH:10][C:3]([Br:2])=[CH:4][CH:5]=1)([CH3:16])([CH3:15])[CH3:13]. The yield is 0.960. (2) The reactants are [CH3:1][NH:2][CH2:3][CH2:4][NH2:5].[F:6][C:7]([F:14])([F:13])[C:8]([O:10]CC)=O.O. The catalyst is C(#N)C. The product is [F:14][C:7]([F:6])([F:13])[C:8]([NH:5][CH2:4][CH2:3][NH:2][CH3:1])=[O:10]. The yield is 0.940. (3) The reactants are [Br:1]Br.[S:3]1[C:7]([C:8]2[CH:13]=[CH:12][N:11]=[C:10]([S:14]([CH3:17])(=[O:16])=[O:15])[N:9]=2)=[CH:6][C:5]2[CH:18]=[CH:19][CH:20]=[CH:21][C:4]1=2. The catalyst is C(O)(=O)C. The product is [Br:1][C:6]1[C:5]2[CH:18]=[CH:19][CH:20]=[CH:21][C:4]=2[S:3][C:7]=1[C:8]1[CH:13]=[CH:12][N:11]=[C:10]([S:14]([CH3:17])(=[O:16])=[O:15])[N:9]=1. The yield is 0.800. (4) The reactants are N[C:2]1[CH:14]=[CH:13][C:5]([C:6]([O:8][C:9]([CH3:12])([CH3:11])[CH3:10])=[O:7])=[C:4]([F:15])[C:3]=1C=NO.[C:19](OCC)(=[O:21])C. The catalyst is C(O)C.C(O)(=O)C.[Ni]. The product is [F:15][C:4]1[CH:3]=[C:2]([CH:19]=[O:21])[CH:14]=[CH:13][C:5]=1[C:6]([O:8][C:9]([CH3:10])([CH3:11])[CH3:12])=[O:7]. The yield is 0.560. (5) The reactants are [CH3:1][C:2]1[C:7]2[N:8]=[C:9]([CH2:11][CH2:12][CH3:13])[NH:10][C:6]=2[CH:5]=[C:4]([C:14](OC)=O)[CH:3]=1.[CH3:18][NH:19][C:20]1[C:21]([NH2:26])=[CH:22][CH:23]=[CH:24][CH:25]=1.N. The catalyst is O. The product is [CH3:1][C:2]1[C:7]2[N:8]=[C:9]([CH2:11][CH2:12][CH3:13])[NH:10][C:6]=2[CH:5]=[C:4]([C:14]2[N:19]([CH3:18])[C:20]3[CH:25]=[CH:24][CH:23]=[CH:22][C:21]=3[N:26]=2)[CH:3]=1. The yield is 0.450. (6) The reactants are [Cl:1][C:2]1[CH:7]=[CH:6][C:5]([C:8]2[N:12]([C:13]3[CH:18]=[CH:17][C:16]([S:19]([NH2:22])(=[O:21])=[O:20])=[CH:15][CH:14]=3)[N:11]=[C:10]([CH2:23]Cl)[CH:9]=2)=[CH:4][CH:3]=1.[C-:25]#[N:26].[Na+]. The catalyst is CS(C)=O.O. The product is [Cl:1][C:2]1[CH:3]=[CH:4][C:5]([C:8]2[N:12]([C:13]3[CH:14]=[CH:15][C:16]([S:19]([NH2:22])(=[O:20])=[O:21])=[CH:17][CH:18]=3)[N:11]=[C:10]([CH2:23][C:25]#[N:26])[CH:9]=2)=[CH:6][CH:7]=1. The yield is 0.750.